The task is: Predict the reactants needed to synthesize the given product.. This data is from Full USPTO retrosynthesis dataset with 1.9M reactions from patents (1976-2016). (1) Given the product [Br:24][C:25]1[CH:33]=[N:32][CH:31]=[CH:30][C:26]=1[C:27]([N:20]1[CH2:21][CH2:22][C:15]2([CH2:16][CH2:17][N:12]([CH2:11][C:7]3[C:5]4[CH2:6][C:2]([CH3:23])([CH3:1])[O:3][C:4]=4[CH:10]=[CH:9][CH:8]=3)[CH2:13][CH2:14]2)[CH2:18][CH2:19]1)=[O:28], predict the reactants needed to synthesize it. The reactants are: [CH3:1][C:2]1([CH3:23])[CH2:6][C:5]2[C:7]([CH2:11][N:12]3[CH2:17][CH2:16][C:15]4([CH2:22][CH2:21][NH:20][CH2:19][CH2:18]4)[CH2:14][CH2:13]3)=[CH:8][CH:9]=[CH:10][C:4]=2[O:3]1.[Br:24][C:25]1[CH:33]=[N:32][CH:31]=[CH:30][C:26]=1[C:27](O)=[O:28].CN(C(ON1N=NC2C=CC=CC1=2)=[N+](C)C)C.F[P-](F)(F)(F)(F)F.C(N(CC)CC)C. (2) Given the product [Cl:1][C:2]1[CH:3]=[CH:4][C:5]([O:6][CH2:7][CH2:8][S:9][C:10]2[N:14]=[C:13]3[N:15]=[CH:20][CH:21]=[C:22]([CH3:23])[N:12]3[N:11]=2)=[CH:16][CH:17]=1.[Cl:1][C:2]1[CH:3]=[CH:4][C:5]([O:6][CH2:7][CH2:8][S:9][C:10]2[N:14]=[C:13]3[N:15]=[C:22]([CH3:23])[CH:21]=[CH:20][N:12]3[N:11]=2)=[CH:16][CH:17]=1, predict the reactants needed to synthesize it. The reactants are: [Cl:1][C:2]1[CH:17]=[CH:16][C:5]([O:6][CH2:7][CH2:8][S:9][C:10]2[N:14]=[C:13]([NH2:15])[NH:12][N:11]=2)=[CH:4][CH:3]=1.CO[CH:20](OC)[CH2:21][C:22](=O)[CH3:23]. (3) Given the product [F:1][C:2]1[CH:3]=[C:4]([C:12]2[C:13]3[CH2:20][CH2:19][CH:18]([CH2:21][C:22]([NH:40][CH3:39])=[O:23])[C:14]=3[CH:15]=[N:16][CH:17]=2)[CH:5]=[CH:6][C:7]=1[C:8]([F:11])([F:9])[F:10], predict the reactants needed to synthesize it. The reactants are: [F:1][C:2]1[CH:3]=[C:4]([C:12]2[C:13]3[CH2:20][CH2:19][CH:18]([CH2:21][C:22](O)=[O:23])[C:14]=3[CH:15]=[N:16][CH:17]=2)[CH:5]=[CH:6][C:7]=1[C:8]([F:11])([F:10])[F:9].FC1C=C(C2C3C(CC(O)=O)CCC=3[CH:39]=[N:40]C=2)C=CC=1C(F)(F)F.C(N(CC)C(C)C)(C)C.CN(C(ON1N=NC2C=CC=NC1=2)=[N+](C)C)C.F[P-](F)(F)(F)(F)F.CN. (4) Given the product [ClH:29].[Cl:29][C:30]1[CH:39]=[C:38]2[C:33]([CH:34]=[C:35]([S:40]([CH2:43][CH2:44][C:45]([N:3]3[CH2:4][CH2:5][CH:6]([C:9]4[N:13]5[CH2:14][CH2:15][CH2:16][CH2:17][C:12]5=[N:11][CH:10]=4)[CH2:7][CH2:8]3)=[O:46])(=[O:41])=[O:42])[CH2:36][O:37]2)=[CH:32][CH:31]=1, predict the reactants needed to synthesize it. The reactants are: Cl.Cl.[NH:3]1[CH2:8][CH2:7][CH:6]([C:9]2[N:13]3[CH2:14][CH2:15][CH2:16][CH2:17][C:12]3=[N:11][CH:10]=2)[CH2:5][CH2:4]1.C1CCN2C(=NCCC2)CC1.[Cl:29][C:30]1[CH:39]=[C:38]2[C:33]([CH:34]=[C:35]([S:40]([CH2:43][CH2:44][C:45](O)=[O:46])(=[O:42])=[O:41])[CH2:36][O:37]2)=[CH:32][CH:31]=1.CCN=C=NCCCN(C)C.C1C=CC2N(O)N=NC=2C=1. (5) Given the product [CH3:38][N+:5]([CH3:4])([CH3:37])[CH2:6][C@H:7]([NH:16][C:17]([NH:19][CH2:20][CH2:21][CH2:22][CH2:23][CH2:24][CH2:25][O:26][CH2:27][CH2:28][CH2:29][CH2:30][C:31]1[CH:32]=[CH:33][CH:34]=[CH:35][CH:36]=1)=[O:18])[CH2:8][C:9]([O-:11])=[O:10], predict the reactants needed to synthesize it. The reactants are: C([O-])=O.[CH3:4][N+:5]([CH3:38])([CH3:37])[CH2:6][C@H:7]([NH:16][C:17]([NH:19][CH2:20][CH2:21][CH2:22][CH2:23][CH2:24][CH2:25][O:26][CH2:27][CH2:28][CH2:29][CH2:30][C:31]1[CH:36]=[CH:35][CH:34]=[CH:33][CH:32]=1)=[O:18])[CH2:8][C:9]([O:11]CC(C)C)=[O:10]. (6) Given the product [CH:1]1([O:3][C:4]2[CH:5]=[C:6]([CH:11]=[CH:12][CH:13]=2)[C:7]([O:9][CH3:10])=[O:8])[CH2:15][CH2:2]1, predict the reactants needed to synthesize it. The reactants are: [CH:1]([O:3][C:4]1[CH:5]=[C:6]([CH:11]=[CH:12][CH:13]=1)[C:7]([O:9][CH3:10])=[O:8])=[CH2:2].I[CH2:15]Cl.C([Zn]CC)C. (7) Given the product [ClH:36].[ClH:36].[CH2:37]([N:39]1[CH2:44][CH2:43][N:42]([C:18]([C:17]2[CH:21]=[CH:22][CH:23]=[C:15]([O:14][C:12]3[CH:11]=[CH:10][N:9]=[C:8]([NH:7][C:4]4[S:5][CH:6]=[C:2]([CH3:1])[N:3]=4)[CH:13]=3)[CH:16]=2)=[O:20])[CH2:41][CH2:40]1)[CH3:38], predict the reactants needed to synthesize it. The reactants are: [CH3:1][C:2]1[N:3]=[C:4]([NH:7][C:8]2[CH:13]=[C:12]([O:14][C:15]3[CH:16]=[C:17]([CH:21]=[CH:22][CH:23]=3)[C:18]([OH:20])=O)[CH:11]=[CH:10][N:9]=2)[S:5][CH:6]=1.C(N(CC)CC)C.C([Cl:36])(=O)OCC.[CH2:37]([N:39]1[CH2:44][CH2:43][NH:42][CH2:41][CH2:40]1)[CH3:38].[OH-].[Na+]. (8) Given the product [F:1][C:2]1[CH:7]=[CH:6][C:5]([CH2:8][CH2:9][N:10]([CH3:25])[S:11]([C:14]2[C:15]3[CH2:22][CH2:21][CH:20]([O:29][C:26](=[O:28])[CH3:27])[C:19](=[O:24])[C:16]=3[S:17][CH:18]=2)(=[O:13])=[O:12])=[CH:4][CH:3]=1, predict the reactants needed to synthesize it. The reactants are: [F:1][C:2]1[CH:7]=[CH:6][C:5]([CH2:8][CH2:9][N:10]([CH3:25])[S:11]([C:14]2[C:15]3[CH2:22][CH2:21][CH:20](Br)[C:19](=[O:24])[C:16]=3[S:17][CH:18]=2)(=[O:13])=[O:12])=[CH:4][CH:3]=1.[C:26]([O-:29])(=[O:28])[CH3:27].[K+]. (9) The reactants are: [CH:1]1[CH:6]=[CH:5][C:4]([CH:7]([NH2:10])[CH2:8][OH:9])=[CH:3][CH:2]=1.C(N(CC)CC)C.Cl[CH2:19][C:20](Cl)=[O:21]. Given the product [C:4]1([C@H:7]2[NH:10][C:20](=[O:21])[CH2:19][O:9][CH2:8]2)[CH:5]=[CH:6][CH:1]=[CH:2][CH:3]=1, predict the reactants needed to synthesize it. (10) Given the product [Cl:1][C:2]1[CH:3]=[C:4]([CH:18]=[CH:19][CH:20]=1)[CH2:5][CH:6]1[CH:10]([C:11]2[CH:16]=[CH:15][C:14]([F:17])=[CH:13][CH:12]=2)[CH2:9][N:8]([S:34]([C:32]2[N:31]=[CH:30][N:29]([CH3:28])[CH:33]=2)(=[O:36])=[O:35])[CH2:7]1, predict the reactants needed to synthesize it. The reactants are: [Cl:1][C:2]1[CH:3]=[C:4]([CH:18]=[CH:19][CH:20]=1)[CH2:5][CH:6]1[CH:10]([C:11]2[CH:16]=[CH:15][C:14]([F:17])=[CH:13][CH:12]=2)[CH2:9][NH:8][CH2:7]1.C(N(CC)CC)C.[CH3:28][N:29]1[CH:33]=[C:32]([S:34](Cl)(=[O:36])=[O:35])[N:31]=[CH:30]1.